The task is: Predict the reaction yield, written as a fraction of the theoretical maximum amount of product (1.0 means a 100% yield; for example, 0.34 means a 34% yield).. This data is from Reaction yield outcomes from USPTO patents with 853,638 reactions. (1) The yield is 0.624. The catalyst is CCOC(C)=O. The reactants are [Cl:1][C:2]1[N:9]=[C:8](Cl)[CH:7]=[C:6]([C:11]([F:14])([F:13])[F:12])[C:3]=1[C:4]#[N:5].CCO.CCN(C(C)C)C(C)C.Cl.Cl.[CH3:29][N:30]1[C:34]2[CH:35]=[CH:36][CH:37]=[CH:38][C:33]=2[N:32]=[C:31]1[CH:39]([OH:48])[CH2:40][NH:41][CH:42]1[CH2:47][CH2:46][NH:45][CH2:44][CH2:43]1. The product is [Cl:1][C:2]1[N:9]=[C:8]([N:45]2[CH2:46][CH2:47][CH:42]([NH:41][CH2:40][CH:39]([OH:48])[C:31]3[N:30]([CH3:29])[C:34]4[CH:35]=[CH:36][CH:37]=[CH:38][C:33]=4[N:32]=3)[CH2:43][CH2:44]2)[CH:7]=[C:6]([C:11]([F:14])([F:13])[F:12])[C:3]=1[C:4]#[N:5]. (2) The reactants are Br[C:2]1[C:10]2[C:5](=[CH:6][CH:7]=[C:8]([C:11]#[N:12])[CH:9]=2)[N:4]([CH:13]2[CH2:18][CH2:17][CH2:16][CH2:15][O:14]2)[N:3]=1.P([O-])([O-])([O-])=O.[K+].[K+].[K+].ClCCl.[O:30]1[C:34](B(O)O)=[CH:33][C:32]2[CH:38]=[CH:39][CH:40]=[CH:41][C:31]1=2. The catalyst is C1C=CC(P(C2C=CC=CC=2)[C-]2C=CC=C2)=CC=1.C1C=CC(P(C2C=CC=CC=2)[C-]2C=CC=C2)=CC=1.Cl[Pd]Cl.[Fe+2]. The product is [O:30]1[C:34]([C:2]2[C:10]3[C:5](=[CH:6][CH:7]=[C:8]([C:11]#[N:12])[CH:9]=3)[N:4]([CH:13]3[CH2:18][CH2:17][CH2:16][CH2:15][O:14]3)[N:3]=2)=[CH:33][C:32]2[CH:38]=[CH:39][CH:40]=[CH:41][C:31]1=2. The yield is 0.620. (3) The yield is 0.830. The reactants are N12CCCN=C1CCCCC2.Cl.[NH2:13][CH2:14][C:15]1[CH:23]=[CH:22][CH:21]=[C:20]2[C:16]=1[C:17](=[O:33])[N:18]([CH:25]1[CH2:30][CH2:29][C:28](=[O:31])[NH:27][C:26]1=[O:32])[C:19]2=[O:24].[CH:34]1([C:39](Cl)=[O:40])[CH2:38][CH2:37][CH2:36][CH2:35]1. The catalyst is CC#N. The product is [O:32]=[C:26]1[CH:25]([N:18]2[C:17](=[O:33])[C:16]3[C:20](=[CH:21][CH:22]=[CH:23][C:15]=3[CH2:14][NH:13][C:39]([CH:34]3[CH2:38][CH2:37][CH2:36][CH2:35]3)=[O:40])[C:19]2=[O:24])[CH2:30][CH2:29][C:28](=[O:31])[NH:27]1. (4) The reactants are [N+]([O-])(O)=O.[N+]([O-])(O)=O.[F:9][C:10]1[CH:11]=[C:12]([NH:22][C:23]([NH2:25])=[NH:24])[CH:13]=[CH:14][C:15]=1[N:16]1[CH:20]=[C:19]([CH3:21])[N:18]=[CH:17]1.CN(C)[CH:28]=[CH:29][C:30](=O)[C:31]([CH3:42])([C:33]1[CH:38]=[C:37]([F:39])[C:36]([F:40])=[C:35]([F:41])[CH:34]=1)[CH3:32]. No catalyst specified. The product is [F:9][C:10]1[CH:11]=[C:12]([NH:22][C:23]2[N:25]=[C:30]([C:31]([CH3:42])([C:33]3[CH:34]=[C:35]([F:41])[C:36]([F:40])=[C:37]([F:39])[CH:38]=3)[CH3:32])[CH:29]=[CH:28][N:24]=2)[CH:13]=[CH:14][C:15]=1[N:16]1[CH:20]=[C:19]([CH3:21])[N:18]=[CH:17]1. The yield is 0.560. (5) The reactants are [CH2:1]([O:8][C:9]1[C:14](=[O:15])[CH:13]=[CH:12]O[C:10]=1[CH3:16])[C:2]1[CH:7]=[CH:6][CH:5]=[CH:4][CH:3]=1.[NH3:17].[OH-].[Na+].[Cl-].[NH4+]. The catalyst is C(O)C.C(Cl)(Cl)Cl. The product is [CH2:1]([O:8][C:9]1[C:14](=[O:15])[CH:13]=[CH:12][NH:17][C:10]=1[CH3:16])[C:2]1[CH:7]=[CH:6][CH:5]=[CH:4][CH:3]=1. The yield is 0.430. (6) The reactants are [NH2:1][C:2]1[S:3][C:4]2[C:10]([CH:11]=O)=[CH:9][CH:8]=[C:7]([O:13][CH3:14])[C:5]=2[N:6]=1.[NH:15]1[CH2:20][CH2:19][O:18][CH2:17][CH2:16]1.C(O)(=O)C.[BH-](OC(C)=O)(OC(C)=O)OC(C)=O.[Na+].C([O-])(O)=O.[Na+]. The catalyst is C1COCC1.O. The product is [CH3:14][O:13][C:7]1[C:5]2[N:6]=[C:2]([NH2:1])[S:3][C:4]=2[C:10]([CH2:11][N:15]2[CH2:20][CH2:19][O:18][CH2:17][CH2:16]2)=[CH:9][CH:8]=1. The yield is 0.730.